Dataset: Full USPTO retrosynthesis dataset with 1.9M reactions from patents (1976-2016). Task: Predict the reactants needed to synthesize the given product. (1) Given the product [Cl:11][C:12]1[CH:19]=[CH:18][C:17]([I:20])=[CH:16][C:13]=1[CH:14]=[CH2:1], predict the reactants needed to synthesize it. The reactants are: [CH3:1][Si]([N-][Si](C)(C)C)(C)C.[K+].[Cl:11][C:12]1[CH:19]=[CH:18][C:17]([I:20])=[CH:16][C:13]=1[CH:14]=O.[NH4+].[Cl-]. (2) The reactants are: [NH:1]1[CH2:6][CH2:5][CH:4]([O:7][CH:8]2[CH2:13][CH2:12][N:11]([C:14]([O:16][C:17]([CH3:20])([CH3:19])[CH3:18])=[O:15])[CH2:10][CH2:9]2)[CH2:3][CH2:2]1.F[C:22]1[CH:29]=[CH:28][C:25]([C:26]#[N:27])=[CH:24][CH:23]=1.C(=O)([O-])[O-].[K+].[K+]. Given the product [C:17]([O:16][C:14]([N:11]1[CH2:10][CH2:9][CH:8]([O:7][CH:4]2[CH2:3][CH2:2][N:1]([C:22]3[CH:29]=[CH:28][C:25]([C:26]#[N:27])=[CH:24][CH:23]=3)[CH2:6][CH2:5]2)[CH2:13][CH2:12]1)=[O:15])([CH3:20])([CH3:19])[CH3:18], predict the reactants needed to synthesize it. (3) Given the product [I:26][C:25]1[C:18]2[C:19](=[N:20][CH:21]=[CH:22][C:17]=2[O:7][CH2:6][CH:5]([OH:4])[CH2:8][O:9][C:10]2[CH:11]=[CH:12][CH:13]=[CH:14][CH:15]=2)[N:23]([CH2:27][C:28]2[CH:33]=[CH:32][C:31]([O:34][CH3:35])=[CH:30][CH:29]=2)[N:24]=1, predict the reactants needed to synthesize it. The reactants are: C([O:4][CH:5]([CH2:8][O:9][C:10]1[CH:15]=[CH:14][CH:13]=[CH:12][CH:11]=1)[CH2:6][OH:7])(=O)C.Cl[C:17]1[CH:22]=[CH:21][N:20]=[C:19]2[N:23]([CH2:27][C:28]3[CH:33]=[CH:32][C:31]([O:34][CH3:35])=[CH:30][CH:29]=3)[N:24]=[C:25]([I:26])[C:18]=12.C([O-])([O-])=O.[Cs+].[Cs+]. (4) Given the product [Si:1]([O:8][C@@H:9]([C:23]1[CH:24]=[CH:25][C:26]([C:29]([F:32])([F:30])[F:31])=[CH:27][CH:28]=1)[C@H:10]1[CH2:14][O:13][S:12](=[O:34])(=[O:15])[N:11]1[C:16]([O:18][C:19]([CH3:22])([CH3:21])[CH3:20])=[O:17])([C:4]([CH3:5])([CH3:6])[CH3:7])([CH3:3])[CH3:2], predict the reactants needed to synthesize it. The reactants are: [Si:1]([O:8][C@@H:9]([C:23]1[CH:28]=[CH:27][C:26]([C:29]([F:32])([F:31])[F:30])=[CH:25][CH:24]=1)[C@H:10]1[CH2:14][O:13][S:12](=[O:15])[N:11]1[C:16]([O:18][C:19]([CH3:22])([CH3:21])[CH3:20])=[O:17])([C:4]([CH3:7])([CH3:6])[CH3:5])([CH3:3])[CH3:2].I([O-])(=O)(=O)=[O:34].[Na+].O.CCOC(C)=O. (5) Given the product [CH3:1][O:2][C:3]1[N:4]=[C:5]2[C:10](=[CH:11][CH:12]=1)[N:9]=[CH:8][CH:7]=[C:6]2[N:13]1[CH2:17][CH2:16][CH:15]([S:18][CH2:19][CH2:20][NH:21][C:46]([C:44]2[CH:43]=[CH:42][C:39]3[S:40][CH2:41][C:36](=[O:35])[NH:37][C:38]=3[N:45]=2)=[O:47])[CH2:14]1, predict the reactants needed to synthesize it. The reactants are: [CH3:1][O:2][C:3]1[N:4]=[C:5]2[C:10](=[CH:11][CH:12]=1)[N:9]=[CH:8][CH:7]=[C:6]2[N:13]1[CH2:17][CH2:16][CH:15]([S:18][CH2:19][CH2:20][NH2:21])[CH2:14]1.C(N(CC)CC)C.ClC(OCC)=O.[O:35]=[C:36]1[CH2:41][S:40][C:39]2[CH:42]=[CH:43][C:44]([C:46](O)=[O:47])=[N:45][C:38]=2[NH:37]1.C(=O)(O)[O-].[Na+]. (6) Given the product [OH:24][C:23]1([CH3:22])[C:31]2[C:26](=[C:27]([N+:32]([O-:34])=[O:33])[CH:28]=[CH:29][CH:30]=2)[NH:13][C:18]1=[O:19], predict the reactants needed to synthesize it. The reactants are: COC(=O)C1C(=CC=CC=1[N+:13]([O-])=O)C(O)=O.Br[C:18](Br)=[O:19].Br[CH2:22][CH:23]1[C:31]2[C:26](=[C:27]([N+:32]([O-:34])=[O:33])[CH:28]=[CH:29][CH:30]=2)C(=O)[O:24]1. (7) Given the product [NH2:34][C@@H:30]([CH2:29][C:23]1[CH:28]=[CH:27][CH:26]=[CH:25][CH:24]=1)[C:31]([NH:1][C:2]1[CH:3]=[CH:4][C:5]([CH2:6][N:7]([CH:15]2[CH2:20][CH2:19][CH2:18][CH2:17][CH2:16]2)[C:8]([C:10]2[O:11][CH:12]=[CH:13][CH:14]=2)=[O:9])=[CH:21][CH:22]=1)=[O:32], predict the reactants needed to synthesize it. The reactants are: [NH2:1][C:2]1[CH:22]=[CH:21][C:5]([CH2:6][N:7]([CH:15]2[CH2:20][CH2:19][CH2:18][CH2:17][CH2:16]2)[C:8]([C:10]2[O:11][CH:12]=[CH:13][CH:14]=2)=[O:9])=[CH:4][CH:3]=1.[C:23]1([CH2:29][C@H:30]([NH:34]C(OCC2C3C=CC=CC=3C3C2=CC=CC=3)=O)[C:31](O)=[O:32])[CH:28]=[CH:27][CH:26]=[CH:25][CH:24]=1.